From a dataset of Reaction yield outcomes from USPTO patents with 853,638 reactions. Predict the reaction yield, written as a fraction of the theoretical maximum amount of product (1.0 means a 100% yield; for example, 0.34 means a 34% yield). (1) The catalyst is O1CCCC1. The yield is 0.750. The product is [CH3:26][O:27][CH2:28][CH2:29][O:1][C:2]1[CH:7]=[C:6]([O:8][C:9]2[CH:14]=[CH:13][C:12]([C:15]([F:18])([F:16])[F:17])=[CH:11][N:10]=2)[CH:5]=[CH:4][C:3]=1[CH2:19][CH2:20][C:21]([O:23][CH2:24][CH3:25])=[O:22]. The reactants are [OH:1][C:2]1[CH:7]=[C:6]([O:8][C:9]2[CH:14]=[CH:13][C:12]([C:15]([F:18])([F:17])[F:16])=[CH:11][N:10]=2)[CH:5]=[CH:4][C:3]=1[CH2:19][CH2:20][C:21]([O:23][CH2:24][CH3:25])=[O:22].[CH3:26][O:27][CH2:28][CH2:29]O.C(P(CCCC)CCCC)CCC.N(C(N1CCCCC1)=O)=NC(N1CCCCC1)=O. (2) The reactants are O=C1C2C(=CC=CC=2)C(=O)[N:3]1[CH:12]([C:22]1[CH:27]=[CH:26][CH:25]=[CH:24][CH:23]=1)[CH2:13][NH:14][C:15](=[O:21])[O:16][C:17]([CH3:20])([CH3:19])[CH3:18].CN.NN. The catalyst is CO. The product is [NH2:3][CH:12]([C:22]1[CH:27]=[CH:26][CH:25]=[CH:24][CH:23]=1)[CH2:13][NH:14][C:15](=[O:21])[O:16][C:17]([CH3:20])([CH3:18])[CH3:19]. The yield is 0.850.